This data is from Full USPTO retrosynthesis dataset with 1.9M reactions from patents (1976-2016). The task is: Predict the reactants needed to synthesize the given product. (1) Given the product [F:1][C:2]([F:7])([F:6])[C:3]([OH:5])=[O:4].[NH:8]1[CH2:12][CH2:11][CH:10]([C:13]2[S:14][CH:15]=[CH:16][N:17]=2)[CH2:9]1, predict the reactants needed to synthesize it. The reactants are: [F:1][C:2]([F:7])([F:6])[C:3]([OH:5])=[O:4].[NH:8]1[CH2:12][CH:11]=[C:10]([C:13]2[S:14][CH:15]=[CH:16][N:17]=2)[CH2:9]1.CO. (2) Given the product [CH3:1][N:2]1[CH2:7][CH2:6][CH:5]([NH:8][C:9]([C:11]2[S:29][C:14]3[N:15]=[CH:16][N:17]=[C:18]([NH2:19])[C:13]=3[CH:12]=2)=[O:10])[CH2:4][CH2:3]1, predict the reactants needed to synthesize it. The reactants are: [CH3:1][N:2]1[CH2:7][CH2:6][CH:5]([NH:8][C:9]([C:11]2[S:29][C:14]3[N:15]=[CH:16][N:17]=[C:18]([NH:19]CC4C=CC(OC)=CC=4)[C:13]=3[CH:12]=2)=[O:10])[CH2:4][CH2:3]1.